Task: Regression. Given a target protein amino acid sequence and a drug SMILES string, predict the binding affinity score between them. We predict pKi (pKi = -log10(Ki in M); higher means stronger inhibition). Dataset: bindingdb_ki.. Dataset: Drug-target binding data from BindingDB using Ki measurements The small molecule is CC(C)C[C@@H]1NC(=O)[C@H](Cc2cnc[nH]2)NC(=O)[C@@H]2CSSC[C@H](NC(=O)CN)C(=O)N[C@@H](CSSC[C@@H](C(N)=O)NC(=O)[C@H](CC(C)C)NC(=O)[C@H](CC(N)=O)NC(=O)[C@H](CO)NC(=O)[C@H](Cc3cnc[nH]3)NC(=O)[C@H](CCC(=O)O)NC1=O)C(=O)N[C@@H](CO)C(=O)N[C@@H](CC(N)=O)C(=O)N1CCC[C@H]1C(=O)N[C@@H](C(C)C)C(=O)N2. The target protein (P49581) has sequence MHPKRRLCWCLPASGAWAFMLTSLIADTTACESEERLFHKLFSRYNQFIRPVENVSDPVTVHFELAITQLTNVDEVNQIMETNLWLRHIWNDYKLRRDPREYDGIEFVRVPADKIWKPDIVLYNNAVGDFQVEGKTKALLRYDGMITWTPPAIFKSSCPMDITFFPFDHQNCSLKFGSWTYDKAKIDLLIIGSKVDMNEFWENSEWEIVDASGYKHDIKYNCCEEIYTDITYSFYIRRLPMFYTINLIIPCLFISFLTVLVFYLPSDCGEKVTLCISVLLSLTVFLLVITETIPSTSLVIPLVGEYLLFTMIFVTLSIVITVFVLNIHYRTPTTHTMPKWVKTVFLSLLPKVLLMQRPLEQEKKNISKKTKKGSAKTSGKSKHSKHKDNKLHKEQRCCHCDKADDLTSTRRSRLSHQSLKWMAEHTEYSPEVKDVINNVQFIAENMKSQNETKEVEDDWKYVAMVIDRVFLWVFIILCVFGTAGLFIQPLIADT. The pKi is 7.2.